Dataset: Forward reaction prediction with 1.9M reactions from USPTO patents (1976-2016). Task: Predict the product of the given reaction. (1) Given the reactants [Li+].[OH-].C([O:5][C:6]([C:8]1[C:9]([CH2:23][CH2:24][CH3:25])=[N:10][C:11]2[C:16]([C:17]=1[CH3:18])=[CH:15][CH:14]=[C:13]([C:19]([F:22])([F:21])[F:20])[CH:12]=2)=[O:7])C, predict the reaction product. The product is: [CH3:18][C:17]1[C:16]2[C:11](=[CH:12][C:13]([C:19]([F:20])([F:21])[F:22])=[CH:14][CH:15]=2)[N:10]=[C:9]([CH2:23][CH2:24][CH3:25])[C:8]=1[C:6]([OH:7])=[O:5]. (2) The product is: [CH3:36][O:35][C:33]([C:30]1[CH:31]=[CH:32][C:27]([O:25][CH2:24][C@@H:9]2[CH2:10][C@H:11]([O:13][C:14]3[CH:23]=[CH:22][C:21]4[C:16](=[CH:17][CH:18]=[CH:19][CH:20]=4)[CH:15]=3)[CH2:12][N:8]2[C:6]([O:5][C:1]([CH3:4])([CH3:3])[CH3:2])=[O:7])=[N:28][CH:29]=1)=[O:34]. Given the reactants [C:1]([O:5][C:6]([N:8]1[CH2:12][C@@H:11]([O:13][C:14]2[CH:23]=[CH:22][C:21]3[C:16](=[CH:17][CH:18]=[CH:19][CH:20]=3)[CH:15]=2)[CH2:10][C@H:9]1[CH2:24][OH:25])=[O:7])([CH3:4])([CH3:3])[CH3:2].O[C:27]1[CH:32]=[CH:31][C:30]([C:33]([O:35][CH3:36])=[O:34])=[CH:29][N:28]=1.C1C=CC(P(C2C=CC=CC=2)C2C=CC=CC=2)=CC=1.CC(OC(/N=N/C(OC(C)C)=O)=O)C, predict the reaction product. (3) Given the reactants [NH2:1][C:2]1[CH:9]=[CH:8][C:5]([C:6]#[N:7])=[CH:4][C:3]=1[NH:10][CH:11]1[CH2:16][CH2:15][N:14]([C@H:17]2[CH2:22][CH2:21][C@H:20]([O:23][CH2:24][CH3:25])[CH2:19][CH2:18]2)[CH2:13][CH2:12]1.C(N(C(C)C)CC)(C)C.[Cl:35][C:36](Cl)([O:38]C(=O)OC(Cl)(Cl)Cl)Cl.C([O-])([O-])=O.[Na+].[Na+], predict the reaction product. The product is: [ClH:35].[CH2:24]([O:23][C@H:20]1[CH2:21][CH2:22][C@H:17]([N:14]2[CH2:13][CH2:12][CH:11]([N:10]3[C:3]4[CH:4]=[C:5]([C:6]#[N:7])[CH:8]=[CH:9][C:2]=4[NH:1][C:36]3=[O:38])[CH2:16][CH2:15]2)[CH2:18][CH2:19]1)[CH3:25]. (4) The product is: [Cl:8][C:6]1[C:5]([CH3:27])=[C:4]([C:9]2[N:13]3[C:14]4[N:22]=[C:21]([O:23][CH3:24])[CH:20]=[CH:19][C:15]=4[N:16]=[C:17]([CH3:18])[C:12]3=[C:11]([CH3:25])[N:10]=2)[CH:3]=[CH:2][CH:7]=1. Given the reactants Cl[C:2]1[CH:3]=[C:4]([C:9]2[N:13]3[C:14]4[N:22]=[C:21]([O:23][CH3:24])[CH:20]=[CH:19][C:15]=4[N:16]=[C:17]([CH3:18])[C:12]3=[C:11]([CH3:25])[N:10]=2)[CH:5]=[C:6]([Cl:8])[CH:7]=1.Cl[C:27]1C(C)=C(B(O)O)C=CC=1.C([O-])([O-])=O.[K+].[K+], predict the reaction product. (5) The product is: [C:1]([CH:3]1[CH2:6][N:5]([C:7](=[O:40])[C@H:8]([NH:10][C:11]([C:13]2[C:21]3[C:16](=[N:17][CH:18]=[C:19]([C:22]4[C:30]5[C:25](=[CH:26][C:27]([Cl:31])=[CH:28][CH:29]=5)[N:24]([CH2:49][CH:47]5[CH2:46][O:45][C:44]([CH3:55])([CH3:43])[O:48]5)[N:23]=4)[N:20]=3)[N:15]([CH2:32][O:33][CH2:34][CH2:35][Si:36]([CH3:39])([CH3:38])[CH3:37])[CH:14]=2)=[O:12])[CH3:9])[CH2:4]1)#[N:2]. Given the reactants [C:1]([CH:3]1[CH2:6][N:5]([C:7](=[O:40])[C@H:8]([NH:10][C:11]([C:13]2[C:21]3[C:16](=[N:17][CH:18]=[C:19]([C:22]4[C:30]5[C:25](=[CH:26][C:27]([Cl:31])=[CH:28][CH:29]=5)[NH:24][N:23]=4)[N:20]=3)[N:15]([CH2:32][O:33][CH2:34][CH2:35][Si:36]([CH3:39])([CH3:38])[CH3:37])[CH:14]=2)=[O:12])[CH3:9])[CH2:4]1)#[N:2].[H-].[Na+].[CH3:43][C:44]1([CH3:55])[O:48][CH:47]([CH2:49]OS(C)(=O)=O)[CH2:46][O:45]1, predict the reaction product. (6) Given the reactants [C:1]([O:5][C:6]([O:8][CH2:9][C@@H:10]([N:17]([CH3:25])[C:18](=[O:24])[O:19][C:20]([CH3:23])([CH3:22])[CH3:21])[CH2:11][C:12]([F:16])([F:15])[CH2:13]O)=[O:7])([CH3:4])([CH3:3])[CH3:2].N1C(C)=CC=CC=1C.FC(F)(F)S(OS(C(F)(F)F)(=O)=O)(=O)=O.[N-:49]=[N+:50]=[N-:51].[Na+], predict the reaction product. The product is: [N:49]([CH2:13][C:12]([F:16])([F:15])[CH2:11][C@H:10]([N:17]([CH3:25])[C:18](=[O:24])[O:19][C:20]([CH3:23])([CH3:22])[CH3:21])[CH2:9][O:8][C:6]([O:5][C:1]([CH3:4])([CH3:3])[CH3:2])=[O:7])=[N+:50]=[N-:51]. (7) Given the reactants CC(OC(/N=N/C(OC(C)C)=O)=O)C.[CH2:15]([O:17][C:18]([C:20]1([NH:25][C:26]([CH:28]2[CH2:32][CH:31]([OH:33])[CH2:30][CH:29]2[C:34](=[O:43])[N:35]([CH2:37][CH2:38][CH2:39][CH2:40][CH:41]=[CH2:42])[CH3:36])=[O:27])[CH2:22][CH:21]1[CH:23]=[CH2:24])=[O:19])[CH3:16].O[C:45]1[C:54]2[C:49](=[C:50]([CH3:57])[C:51]([O:55][CH3:56])=[CH:52][CH:53]=2)[N:48]=[C:47]([N:58]2[CH:62]=[CH:61][C:60]([CH:63]([CH3:65])[CH3:64])=[N:59]2)[N:46]=1.C1(P(C2C=CC=CC=2)C2C=CC=CC=2)C=CC=CC=1, predict the reaction product. The product is: [CH2:15]([O:17][C:18]([C:20]1([NH:25][C:26]([CH:28]2[CH2:32][CH:31]([O:33][C:45]3[C:54]4[C:49](=[C:50]([CH3:57])[C:51]([O:55][CH3:56])=[CH:52][CH:53]=4)[N:48]=[C:47]([N:58]4[CH:62]=[CH:61][C:60]([CH:63]([CH3:65])[CH3:64])=[N:59]4)[N:46]=3)[CH2:30][CH:29]2[C:34](=[O:43])[N:35]([CH2:37][CH2:38][CH2:39][CH2:40][CH:41]=[CH2:42])[CH3:36])=[O:27])[CH2:22][CH:21]1[CH:23]=[CH2:24])=[O:19])[CH3:16]. (8) Given the reactants [CH3:1][C:2]1[N:3]=[C:4]([C:20]2[CH:25]=[CH:24][C:23]([C:26]([F:29])([F:28])[F:27])=[CH:22][CH:21]=2)[S:5][C:6]=1[CH2:7][O:8][C:9]1[CH:18]=[C:17]2[C:12]([CH2:13][CH2:14][C:15](=[O:19])[NH:16]2)=[CH:11][CH:10]=1.[H-].[Na+].Br[CH2:33][C:34]([O:36]C(C)(C)C)=[O:35].C(O)(C(F)(F)F)=O, predict the reaction product. The product is: [CH3:1][C:2]1[N:3]=[C:4]([C:20]2[CH:25]=[CH:24][C:23]([C:26]([F:29])([F:27])[F:28])=[CH:22][CH:21]=2)[S:5][C:6]=1[CH2:7][O:8][C:9]1[CH:18]=[C:17]2[C:12]([CH2:13][CH2:14][C:15](=[O:19])[N:16]2[CH2:33][C:34]([OH:36])=[O:35])=[CH:11][CH:10]=1.